Predict the product of the given reaction. From a dataset of Forward reaction prediction with 1.9M reactions from USPTO patents (1976-2016). (1) Given the reactants [Cl:1][C:2]1[CH:26]=[CH:25][C:5]([CH2:6][NH:7][C:8]([C:10]2[C:11](=[O:24])[C:12]3[CH:21]=[C:20]([CH2:22]Cl)[S:19][C:13]=3[N:14]([CH2:16][CH2:17][CH3:18])[CH:15]=2)=[O:9])=[CH:4][CH:3]=1.CN[CH:29]([C:32]1[CH:37]=[N:36][CH:35]=[CH:34][N:33]=1)[CH2:30]O.C([N:41]([CH2:45]C)C(C)C)(C)C.CN(C=[O:51])C, predict the reaction product. The product is: [Cl:1][C:2]1[CH:26]=[CH:25][C:5]([CH2:6][NH:7][C:8]([C:10]2[C:11](=[O:24])[C:12]3[CH:21]=[C:20]([CH2:22][N:41]([CH2:30][CH:29]([OH:51])[C:32]4[CH:37]=[N:36][CH:35]=[CH:34][N:33]=4)[CH3:45])[S:19][C:13]=3[N:14]([CH2:16][CH2:17][CH3:18])[CH:15]=2)=[O:9])=[CH:4][CH:3]=1. (2) Given the reactants [Cl:1][C:2]1[CH:7]=[CH:6][C:5]([C:8]2[C:14]3[CH:15]=[CH:16][CH:17]=[CH:18][C:13]=3[N:12]3[C:19]([CH3:22])=[N:20][N:21]=[C:11]3[CH2:10][CH:9]=2)=[CH:4][CH:3]=1.Cl[CH2:24][C:25]1[N:29]=[C:28]([CH3:30])[O:27][N:26]=1, predict the reaction product. The product is: [Cl:1][C:2]1[CH:7]=[CH:6][C:5]([C:8]2[C:14]3[CH:15]=[CH:16][CH:17]=[CH:18][C:13]=3[N:12]3[C:19]([CH3:22])=[N:20][N:21]=[C:11]3[CH:10]([CH2:24][C:25]3[N:29]=[C:28]([CH3:30])[O:27][N:26]=3)[CH:9]=2)=[CH:4][CH:3]=1. (3) The product is: [NH2:22][C:19]1[CH:18]=[C:17]([C:14]([CH3:16])([CH3:15])[CH2:13][OH:12])[O:21][N:20]=1. Given the reactants OCC(C)(C)C(=O)CC#N.C[O:12][CH2:13][C:14]([C:17]1[O:21][N:20]=[C:19]([NH2:22])[CH:18]=1)([CH3:16])[CH3:15], predict the reaction product. (4) Given the reactants [F:1][C:2]1[CH:10]=[CH:9][CH:8]=[C:7]2[C:3]=1[CH:4]=[C:5]([C:11]1[N:16]=[C:15]([C:17]3[C:18]([N:37]([CH3:42])[S:38]([CH3:41])(=[O:40])=[O:39])=[CH:19][C:20]4[O:24][C:23]([C:25]5[CH:30]=[CH:29][C:28]([F:31])=[CH:27][CH:26]=5)=[C:22]([C:32]([NH:34][CH3:35])=[O:33])[C:21]=4[CH:36]=3)[CH:14]=[N:13][C:12]=1[CH:43]=[CH2:44])[NH:6]2.C([O-])([O-])=O.[Cs+].[Cs+], predict the reaction product. The product is: [F:1][C:2]1[C:3]2[CH:4]=[C:5]3[C:11]4[N:16]=[C:15]([C:17]5[C:18]([N:37]([CH3:42])[S:38]([CH3:41])(=[O:40])=[O:39])=[CH:19][C:20]6[O:24][C:23]([C:25]7[CH:30]=[CH:29][C:28]([F:31])=[CH:27][CH:26]=7)=[C:22]([C:32]([NH:34][CH3:35])=[O:33])[C:21]=6[CH:36]=5)[CH:14]=[N:13][C:12]=4[CH2:43][CH2:44][N:6]3[C:7]=2[CH:8]=[CH:9][CH:10]=1. (5) Given the reactants [C:1]1([NH:11][C:12]2[O:13][C:14]3[C:20]([F:21])=[C:19]([CH2:22][C:23]([O:25]C)=[O:24])[CH:18]=[CH:17][C:15]=3[N:16]=2)[C:10]2[C:5](=[CH:6][CH:7]=[CH:8][CH:9]=2)[CH:4]=[CH:3][CH:2]=1.[OH-].[Na+], predict the reaction product. The product is: [C:1]1([NH:11][C:12]2[O:13][C:14]3[C:20]([F:21])=[C:19]([CH2:22][C:23]([OH:25])=[O:24])[CH:18]=[CH:17][C:15]=3[N:16]=2)[C:10]2[C:5](=[CH:6][CH:7]=[CH:8][CH:9]=2)[CH:4]=[CH:3][CH:2]=1. (6) Given the reactants [Cl:1][C:2]1[N:7]=[C:6]2[NH:8][N:9]=[CH:10][C:5]2=[C:4]([CH:11]([F:13])[F:12])[CH:3]=1.CI.[C:16](=O)([O-])[O-].[K+].[K+].O, predict the reaction product. The product is: [Cl:1][C:2]1[N:7]=[C:6]2[N:8]([CH3:16])[N:9]=[CH:10][C:5]2=[C:4]([CH:11]([F:12])[F:13])[CH:3]=1. (7) Given the reactants N(C(OCC)=O)=N[C:3](OCC)=[O:4].[Cl:13][C:14]1[CH:33]=[CH:32][C:17]([NH:18][C:19]2[C:28]3[C:23](=[CH:24][C:25]([OH:31])=[C:26](OC)[CH:27]=3)[N:22]=[CH:21][N:20]=2)=[C:16]([F:34])[CH:15]=1.C1(P(C2C=CC=CC=2)C2C=CC=CC=2)C=CC=CC=1.O[CH2:55][CH2:56][N:57]1[CH2:62][CH2:61][O:60][CH2:59][C:58]1=[O:63], predict the reaction product. The product is: [ClH:13].[Cl:13][C:14]1[CH:33]=[CH:32][C:17]([NH:18][C:19]2([O:4][CH3:3])[C:28]3[C:23](=[CH:24][C:25]([O:31][CH2:55][CH2:56][N:57]4[CH2:62][CH2:61][O:60][CH2:59][C:58]4=[O:63])=[CH:26][CH:27]=3)[N:22]=[CH:21][NH:20]2)=[C:16]([F:34])[CH:15]=1.